Dataset: Full USPTO retrosynthesis dataset with 1.9M reactions from patents (1976-2016). Task: Predict the reactants needed to synthesize the given product. (1) Given the product [CH2:1]([O:3][C@@H:4]([CH2:9][C:10]1[CH:11]=[CH:12][C:13]([C:16]2[CH:21]=[CH:20][CH:19]=[C:18]([N:22]([CH3:35])[C:23]([NH:46][CH2:41][CH2:42][CH2:43][CH2:44][CH3:45])=[O:24])[N:17]=2)=[CH:14][CH:15]=1)[C:5]([O:7][CH3:8])=[O:6])[CH3:2], predict the reactants needed to synthesize it. The reactants are: [CH2:1]([O:3][C@@H:4]([CH2:9][C:10]1[CH:15]=[CH:14][C:13]([C:16]2[CH:21]=[CH:20][CH:19]=[C:18]([N:22]([CH3:35])[C:23](OC3C=CC([N+]([O-])=O)=CC=3)=[O:24])[N:17]=2)=[CH:12][CH:11]=1)[C:5]([O:7][CH3:8])=[O:6])[CH3:2].CN(C)C=O.[CH2:41]([NH2:46])[CH2:42][CH2:43][CH2:44][CH3:45]. (2) Given the product [NH:1]([C:39]([O:41][C:42]([CH3:45])([CH3:43])[CH3:44])=[O:40])[C@H:2]([C:11]([NH:13][C@H:14]([C:36]([NH:70][CH2:71][C:72]([O:74][C:75]([CH3:78])([CH3:77])[CH3:76])=[O:73])=[O:38])[CH2:15][S:16][C:17]([C:30]1[CH:35]=[CH:34][CH:33]=[CH:32][CH:31]=1)([C:24]1[CH:25]=[CH:26][CH:27]=[CH:28][CH:29]=1)[C:18]1[CH:19]=[CH:20][CH:21]=[CH:22][CH:23]=1)=[O:12])[CH2:3][C:4](=[O:10])[O:5][C:6]([CH3:7])([CH3:8])[CH3:9], predict the reactants needed to synthesize it. The reactants are: [NH:1]([C:39]([O:41][C:42]([CH3:45])([CH3:44])[CH3:43])=[O:40])[C@H:2]([C:11]([NH:13][C@H:14]([C:36]([OH:38])=O)[CH2:15][S:16][C:17]([C:30]1[CH:35]=[CH:34][CH:33]=[CH:32][CH:31]=1)([C:24]1[CH:29]=[CH:28][CH:27]=[CH:26][CH:25]=1)[C:18]1[CH:23]=[CH:22][CH:21]=[CH:20][CH:19]=1)=[O:12])[CH2:3][C:4](=[O:10])[O:5][C:6]([CH3:9])([CH3:8])[CH3:7].C1(N=C=NC2CCCCC2)CCCCC1.ONC(=O)CCC(N)=O.[NH2:70][CH2:71][C:72]([O:74][C:75]([CH3:78])([CH3:77])[CH3:76])=[O:73].Cl.[OH-].[Na+]. (3) Given the product [C:1]1([CH3:10])[CH:6]=[CH:5][C:4]([CH2:7][CH2:8][NH:9][C:11](=[O:13])[CH3:12])=[CH:3][CH:2]=1, predict the reactants needed to synthesize it. The reactants are: [C:1]1([CH3:10])[CH:6]=[CH:5][C:4]([CH2:7][CH2:8][NH2:9])=[CH:3][CH:2]=1.[C:11](OC(=O)C)(=[O:13])[CH3:12]. (4) The reactants are: [O:1]([C:8]1[CH:9]=[CH:10][C:11]([O:14][CH:15]2[CH:20]3[CH2:21][CH2:22][N:17]([CH2:18][CH2:19]3)[CH2:16]2)=[N:12][CH:13]=1)[C:2]1[CH:7]=[CH:6][CH:5]=[CH:4][CH:3]=1.[ClH:23].O1CCOCC1. Given the product [ClH:23].[O:1]([C:8]1[CH:9]=[CH:10][C:11]([O:14][CH:15]2[CH:20]3[CH2:21][CH2:22][N:17]([CH2:18][CH2:19]3)[CH2:16]2)=[N:12][CH:13]=1)[C:2]1[CH:3]=[CH:4][CH:5]=[CH:6][CH:7]=1, predict the reactants needed to synthesize it. (5) Given the product [F:36][C:33]1[CH:32]=[N:31][C:30]([N:27]2[CH2:28][CH2:29][CH:24]([CH2:23][O:17][C:14]3[CH:13]=[N:12][C:11]([C:8]4[CH:7]=[CH:6][C:5]([S:2]([CH3:1])(=[O:3])=[O:4])=[CH:10][CH:9]=4)=[CH:16][N:15]=3)[CH2:25][CH2:26]2)=[N:35][CH:34]=1, predict the reactants needed to synthesize it. The reactants are: [CH3:1][S:2]([C:5]1[CH:10]=[CH:9][C:8]([C:11]2[N:12]=[CH:13][C:14]([OH:17])=[N:15][CH:16]=2)=[CH:7][CH:6]=1)(=[O:4])=[O:3].CS(O[CH2:23][CH:24]1[CH2:29][CH2:28][N:27]([C:30]2[N:35]=[CH:34][C:33]([F:36])=[CH:32][N:31]=2)[CH2:26][CH2:25]1)(=O)=O.C([O-])([O-])=O.[K+].[K+].O.